From a dataset of Full USPTO retrosynthesis dataset with 1.9M reactions from patents (1976-2016). Predict the reactants needed to synthesize the given product. (1) Given the product [F:19][CH:2]([F:1])[C:3]1[N:4]=[C:5]([C:11]2[CH:16]=[CH:15][C:14]([O:17][CH3:18])=[CH:13][CH:12]=2)[S:6][C:7]=1[CH2:8][OH:9], predict the reactants needed to synthesize it. The reactants are: [F:1][CH:2]([F:19])[C:3]1[N:4]=[C:5]([C:11]2[CH:16]=[CH:15][C:14]([O:17][CH3:18])=[CH:13][CH:12]=2)[S:6][C:7]=1[C:8](O)=[O:9]. (2) Given the product [Cl:1][C:2]1[CH:3]=[C:4](/[CH:22]=[CH:23]/[C:24]([OH:26])=[O:25])[CH:5]=[N:6][C:7]=1[NH:8][CH:9]1[CH2:14][CH2:13][N:12]([CH2:15][C:16]2[CH:21]=[CH:20][N:19]=[CH:18][CH:17]=2)[CH2:11][CH2:10]1, predict the reactants needed to synthesize it. The reactants are: [Cl:1][C:2]1[CH:3]=[C:4](/[CH:22]=[CH:23]/[C:24]([O:26]CC)=[O:25])[CH:5]=[N:6][C:7]=1[NH:8][CH:9]1[CH2:14][CH2:13][N:12]([CH2:15][C:16]2[CH:21]=[CH:20][N:19]=[CH:18][CH:17]=2)[CH2:11][CH2:10]1. (3) Given the product [CH2:1]([C:3]1[C:11]2[C:6](=[CH:7][CH:8]=[CH:9][C:10]=2[NH:12][C:13]([C:15]2[N:19]3[CH:20]=[CH:21][C:22]([C:24]([NH:38][NH:37][CH:35]=[O:36])=[O:26])=[CH:23][C:18]3=[N:17][CH:16]=2)=[O:14])[N:5]([CH2:27][C:28]2[CH:33]=[CH:32][CH:31]=[C:30]([CH3:34])[N:29]=2)[N:4]=1)[CH3:2], predict the reactants needed to synthesize it. The reactants are: [CH2:1]([C:3]1[C:11]2[C:6](=[CH:7][CH:8]=[CH:9][C:10]=2[NH:12][C:13]([C:15]2[N:19]3[CH:20]=[CH:21][C:22]([C:24]([OH:26])=O)=[CH:23][C:18]3=[N:17][CH:16]=2)=[O:14])[N:5]([CH2:27][C:28]2[CH:33]=[CH:32][CH:31]=[C:30]([CH3:34])[N:29]=2)[N:4]=1)[CH3:2].[CH:35]([NH:37][NH2:38])=[O:36].Cl.C(N=C=NCCCN(C)C)C.C(N(CC)CC)C. (4) Given the product [F:29][C:30]([F:44])([F:43])[C:31]1[CH:32]=[C:33]([CH:36]=[C:37]([C:39]([F:42])([F:41])[F:40])[CH:38]=1)[CH2:34][N:8]([CH3:9])[C:6](=[O:7])[C:5]1[C:10]([C:12]2[CH:17]=[CH:16][CH:15]=[CH:14][C:13]=2[CH3:18])=[CH:11][C:2]([Cl:1])=[N:3][CH:4]=1, predict the reactants needed to synthesize it. The reactants are: [Cl:1][C:2]1[CH:11]=[C:10]([C:12]2[CH:17]=[CH:16][CH:15]=[CH:14][C:13]=2[CH3:18])[C:5]([C:6]([NH:8][CH3:9])=[O:7])=[CH:4][N:3]=1.C[Si](C)(C)[N-][Si](C)(C)C.[K+].[F:29][C:30]([F:44])([F:43])[C:31]1[CH:32]=[C:33]([CH:36]=[C:37]([C:39]([F:42])([F:41])[F:40])[CH:38]=1)[CH2:34]Br. (5) Given the product [C:1]([O:5][C:6](=[O:24])[CH2:7][N:8]1[C:12]2[CH:13]=[CH:14][CH:15]=[CH:16][C:11]=2[N:10]([C:17]2[S:18][CH:19]=[C:20]([C:6]([O:5][CH3:1])=[O:24])[N:21]=2)[C:9]1=[O:23])([CH3:4])([CH3:3])[CH3:2], predict the reactants needed to synthesize it. The reactants are: [C:1]([O:5][C:6](=[O:24])[CH2:7][N:8]1[C:12]2[CH:13]=[CH:14][CH:15]=[CH:16][C:11]=2[N:10]([C:17]2[S:18][CH:19]=[C:20](Br)[N:21]=2)[C:9]1=[O:23])([CH3:4])([CH3:3])[CH3:2].C(N(CC)CC)C. (6) Given the product [O:1]1[CH2:5][CH2:4][O:3][CH:2]1[CH2:6][CH2:7][CH2:8][CH:9]1[CH2:13][CH2:12][CH2:11][N:10]1[C:14]([O:16][CH2:17][C:18]1[CH:19]=[CH:20][CH:21]=[CH:22][CH:23]=1)=[O:15], predict the reactants needed to synthesize it. The reactants are: [O:1]1[CH2:5][CH2:4][O:3][CH:2]1[CH2:6][CH:7]=[CH:8][CH:9]1[CH2:13][CH2:12][CH2:11][N:10]1[C:14]([O:16][CH2:17][C:18]1[CH:23]=[CH:22][CH:21]=[CH:20][CH:19]=1)=[O:15]. (7) Given the product [Cl:1][C:2]1[C:7]([Cl:8])=[CH:6][C:5]2[NH:9][CH:11]=[N:10][C:4]=2[CH:3]=1, predict the reactants needed to synthesize it. The reactants are: [Cl:1][C:2]1[CH:3]=[C:4]([NH2:10])[C:5]([NH2:9])=[CH:6][C:7]=1[Cl:8].[CH:11](O)=O. (8) The reactants are: [CH3:1][S:2]([N:5]1[CH2:14][CH2:13][C:12]2[C:7](=[C:8]([C:15](OC)=[O:16])[CH:9]=[CH:10][CH:11]=2)[CH2:6]1)(=[O:4])=[O:3].[H-].C([Al+]CC(C)C)C(C)C. Given the product [CH3:1][S:2]([N:5]1[CH2:14][CH2:13][C:12]2[C:7](=[C:8]([CH2:15][OH:16])[CH:9]=[CH:10][CH:11]=2)[CH2:6]1)(=[O:4])=[O:3], predict the reactants needed to synthesize it. (9) Given the product [F:38][C:2]([F:1])([F:37])[C@:3]([C:6]1[CH:11]=[CH:10][C:9]([N:12]2[CH2:17][CH2:16][N:15]([S:18]([C:21]3[S:22][CH:23]=[CH:24][CH:25]=3)(=[O:19])=[O:20])[CH2:14][C@@H:13]2[CH2:26][N:27]2[CH2:32][CH2:31][NH:30][C@H:29]([C:33]([F:34])([F:35])[F:36])[CH2:28]2)=[CH:8][CH:7]=1)([OH:5])[CH3:4], predict the reactants needed to synthesize it. The reactants are: [F:1][C:2]([F:38])([F:37])[C@@:3]([C:6]1[CH:11]=[CH:10][C:9]([N:12]2[CH2:17][CH2:16][N:15]([S:18]([C:21]3[S:22][CH:23]=[CH:24][CH:25]=3)(=[O:20])=[O:19])[CH2:14][C@@H:13]2[CH2:26][N:27]2[CH2:32][CH2:31][NH:30][C@H:29]([C:33]([F:36])([F:35])[F:34])[CH2:28]2)=[CH:8][CH:7]=1)([OH:5])[CH3:4].FC(F)(F)[C@](C1C=CC(N2CCN(S(C3SC=CC=3)(=O)=O)C[C@@H]2CN2CCN[C@@H](C(F)(F)F)C2)=CC=1)(O)C.FC(F)(F)[C@@](C1C=CC(N2CCN(S(C3SC=CC=3)(=O)=O)C[C@@H]2CN2CCN[C@@H](C(F)(F)F)C2)=CC=1)(O)C.